Dataset: Forward reaction prediction with 1.9M reactions from USPTO patents (1976-2016). Task: Predict the product of the given reaction. (1) The product is: [Cl:1][C:2]1[CH:7]=[CH:6][CH:5]=[CH:4][C:3]=1[CH2:8][N:9]1[C:13]2[N:14]=[C:15]([C:19]([CH3:21])=[CH2:20])[N:16]=[C:17]([N:53]3[CH2:57][CH2:56][C@H:55]([OH:58])[CH2:54]3)[C:12]=2[N:11]=[N:10]1. Given the reactants [Cl:1][C:2]1[CH:7]=[CH:6][CH:5]=[CH:4][C:3]=1[CH2:8][N:9]1[C:13]2[N:14]=[C:15]([C:19](O)([CH3:21])[CH3:20])[NH:16][C:17](=O)[C:12]=2[N:11]=[N:10]1.[H-].[Na+].BrCC1C=CC=CC=1.Cl.O=P(Cl)(Cl)Cl.C(NCC)C.CCN(C(C)C)C(C)C.[NH:53]1[CH2:57][CH2:56][C@H:55]([OH:58])[CH2:54]1, predict the reaction product. (2) Given the reactants [Br:1][C:2]1[CH:3]=[C:4]([NH2:9])[C:5]([NH2:8])=[CH:6][CH:7]=1.O.C1(C)C=CC(S(O)(=O)=O)=CC=1.[F:22][C:23]1[CH:28]=[CH:27][CH:26]=[CH:25][C:24]=1[C:29]1[CH:34]=[CH:33][C:32]([CH:35]=O)=[CH:31][CH:30]=1.O, predict the reaction product. The product is: [Br:1][C:2]1[CH:7]=[CH:6][C:5]2[N:8]=[C:35]([C:32]3[CH:31]=[CH:30][C:29]([C:24]4[CH:25]=[CH:26][CH:27]=[CH:28][C:23]=4[F:22])=[CH:34][CH:33]=3)[NH:9][C:4]=2[CH:3]=1. (3) Given the reactants Cl[C:2]1[CH:7]=[CH:6][N:5]2[N:8]=[CH:9][C:10]([C:11]([O:13][CH2:14][CH3:15])=[O:12])=[C:4]2[N:3]=1.[F:16][C:17]1[CH:22]=[CH:21][C:20]([F:23])=[CH:19][C:18]=1[C@H:24]1[CH2:28][CH2:27][CH2:26][NH:25]1.[F-].[K+], predict the reaction product. The product is: [F:16][C:17]1[CH:22]=[CH:21][C:20]([F:23])=[CH:19][C:18]=1[C@H:24]1[CH2:28][CH2:27][CH2:26][N:25]1[C:2]1[CH:7]=[CH:6][N:5]2[N:8]=[CH:9][C:10]([C:11]([O:13][CH2:14][CH3:15])=[O:12])=[C:4]2[N:3]=1. (4) Given the reactants [Cl:1][C:2]1[CH:7]=[C:6]([N+:8]([O-])=O)[CH:5]=[CH:4][N:3]=1.N[C:12]1[CH:17]=[CH:16][CH:15]=[CH:14][CH:13]=1, predict the reaction product. The product is: [NH:8]([C:6]1[CH:7]=[C:2]([Cl:1])[N:3]=[CH:4][CH:5]=1)[C:12]1[CH:17]=[CH:16][CH:15]=[CH:14][CH:13]=1. (5) Given the reactants [C:1]([O:5][C:6]([N:8]([C:13]1[CH:28]=[CH:27][C:16]([CH2:17][N:18]([CH3:26])[CH2:19][C:20]([O:22]CC=C)=[O:21])=[CH:15][CH:14]=1)[S:9]([CH3:12])(=[O:11])=[O:10])=[O:7])([CH3:4])([CH3:3])[CH3:2].[Li+].[OH-], predict the reaction product. The product is: [C:1]([O:5][C:6]([N:8]([C:13]1[CH:14]=[CH:15][C:16]([CH2:17][N:18]([CH3:26])[CH2:19][C:20]([OH:22])=[O:21])=[CH:27][CH:28]=1)[S:9]([CH3:12])(=[O:11])=[O:10])=[O:7])([CH3:4])([CH3:2])[CH3:3]. (6) The product is: [OH:2][C:3]1[CH:26]=[C:25]([OH:27])[CH:24]=[CH:23][C:4]=1[C:5]([N:7]1[C:16]2[C:11](=[CH:12][CH:13]=[C:14]([F:17])[CH:15]=2)[N:10]([CH2:18][CH3:19])[C:9](=[O:20])[C@H:8]1[CH2:21][CH3:22])=[O:6]. Given the reactants C[O:2][C:3]1[CH:26]=[C:25]([O:27]C)[CH:24]=[CH:23][C:4]=1[C:5]([N:7]1[C:16]2[C:11](=[CH:12][CH:13]=[C:14]([F:17])[CH:15]=2)[N:10]([CH2:18][CH3:19])[C:9](=[O:20])[C@H:8]1[CH2:21][CH3:22])=[O:6].C([C@H]1N(C(=O)C2C=CC(O)=CC=2)C2C(=CC(F)=CC=2)N(C)C1=O)C, predict the reaction product. (7) Given the reactants [CH3:1][O:2][C:3]1[CH:4]=[C:5]2[C:10](=[CH:11][C:12]=1[O:13][CH3:14])[N:9]=[CH:8][CH:7]=[C:6]2[O:15][C:16]1[CH:21]=[CH:20][C:19]([OH:22])=[CH:18][CH:17]=1.[H-].[Na+].COC1C=C2C(=CC=1OC)N=[CH:32][CH:31]=[C:30]2[O:39][C:40]1[CH:45]=[CH:44][C:43](NC(NC2CCNCC2)=O)=[CH:42][CH:41]=1.[C:56](=O)([O-])[OH:57].[Na+], predict the reaction product. The product is: [CH3:1][O:2][C:3]1[CH:4]=[C:5]2[C:10](=[CH:11][C:12]=1[O:13][CH3:14])[N:9]=[CH:8][CH:7]=[C:6]2[O:15][C:16]1[CH:17]=[CH:18][C:19]([O:22][CH2:32][CH2:31][CH2:30][O:39][C:40]2[CH:41]=[CH:42][CH:43]=[CH:44][C:45]=2[O:57][CH3:56])=[CH:20][CH:21]=1. (8) Given the reactants [BH4-].[Na+].Cl[C:4]1([C:8]([O:10][C:11]([CH3:14])([CH3:13])[CH3:12])=[O:9])[CH2:6][CH:5]1[F:7].O.Cl, predict the reaction product. The product is: [F:7][CH:5]1[CH2:6][CH:4]1[C:8]([O:10][C:11]([CH3:14])([CH3:13])[CH3:12])=[O:9].